Dataset: Full USPTO retrosynthesis dataset with 1.9M reactions from patents (1976-2016). Task: Predict the reactants needed to synthesize the given product. Given the product [Br:1][C:2]1[S:3][C:4]([C:7]([NH:58][C@@H:56]([C:52]2[CH:53]=[CH:54][CH:55]=[C:50]([O:49][CH3:48])[CH:51]=2)[CH3:57])=[O:9])=[CH:5][N:6]=1, predict the reactants needed to synthesize it. The reactants are: [Br:1][C:2]1[S:3][C:4]([C:7]([OH:9])=O)=[CH:5][N:6]=1.C(N(C(C)C)CC)(C)C.CN(C(ON1N=NC2C=CC=NC1=2)=[N+](C)C)C.F[P-](F)(F)(F)(F)F.CN(C)C=O.[CH3:48][O:49][C:50]1[CH:51]=[C:52]([C@H:56]([NH2:58])[CH3:57])[CH:53]=[CH:54][CH:55]=1.